Task: Regression/Classification. Given a drug SMILES string, predict its absorption, distribution, metabolism, or excretion properties. Task type varies by dataset: regression for continuous measurements (e.g., permeability, clearance, half-life) or binary classification for categorical outcomes (e.g., BBB penetration, CYP inhibition). Dataset: cyp2d6_veith.. Dataset: CYP2D6 inhibition data for predicting drug metabolism from PubChem BioAssay (1) The result is 1 (inhibitor). The drug is COc1ccccc1CN1CCCC2(CCN(C(=O)c3cccc(F)c3)CC2)C1. (2) The molecule is CCCc1nc(SCC(=O)Nc2nc3c(s2)CCCC3)c2ccccc2n1. The result is 0 (non-inhibitor). (3) The compound is O=C(NCCN1CCCCC1)c1ccc(I)cc1. The result is 1 (inhibitor). (4) The compound is O=C(C1CC(=O)N(C2CCCC2)C1)N1CCC2(CC1)OCCO2. The result is 0 (non-inhibitor). (5) The compound is C[C@H](O)Cn1cnc2c1c(=O)n(C)c(=O)n2C. The result is 0 (non-inhibitor). (6) The compound is COc1ccc(-c2ccc(/C=C3\C(=O)N(c4ccccc4)N=C3c3ccccc3)o2)c([N+](=O)[O-])c1. The result is 0 (non-inhibitor).